From a dataset of Retrosynthesis with 50K atom-mapped reactions and 10 reaction types from USPTO. Predict the reactants needed to synthesize the given product. (1) Given the product CC(C)(C)OC(=O)Cn1cccc(N)c1=O, predict the reactants needed to synthesize it. The reactants are: CC(C)(C)OC(=O)Cn1cccc([N+](=O)[O-])c1=O. (2) The reactants are: CN(C(=O)c1cc2c(s1)-c1cc(C(=O)O)ccc1OC2)c1ccc(F)cc1F.CNC. Given the product CN(C)C(=O)c1ccc2c(c1)-c1sc(C(=O)N(C)c3ccc(F)cc3F)cc1CO2, predict the reactants needed to synthesize it. (3) Given the product Cc1c(OCCN2CCN(C)CC2)cn2ncnc(Oc3ccc(NC(=O)c4cccn(-c5ccc(F)cc5)c4=O)cc3F)c12, predict the reactants needed to synthesize it. The reactants are: Cc1c(OCCN2CCN(C)CC2)cn2ncnc(Oc3ccc(N)cc3F)c12.O=C(O)c1cccn(-c2ccc(F)cc2)c1=O. (4) Given the product Cc1cc(C)cc(NC(=O)Cc2ccc(O)cc2)c1, predict the reactants needed to synthesize it. The reactants are: Cc1cc(C)cc(N)c1.O=C(O)Cc1ccc(O)cc1. (5) Given the product COC(=O)c1cccc([C@@H]2C[C@H]2C(=O)OC(C)(C)C)c1, predict the reactants needed to synthesize it. The reactants are: COC(=O)c1cccc(/C=C/C(=O)OC(C)(C)C)c1.C[S+](C)(C)=O. (6) The reactants are: O=S(=O)(Cl)c1cccc(C(F)(F)C(F)(F)C(F)(F)C(F)(F)C(F)(F)C(F)(F)F)c1.OCCOc1ccccc1. Given the product O=S(=O)(OCCOc1ccccc1)c1cccc(C(F)(F)C(F)(F)C(F)(F)C(F)(F)C(F)(F)C(F)(F)F)c1, predict the reactants needed to synthesize it.